From a dataset of Full USPTO retrosynthesis dataset with 1.9M reactions from patents (1976-2016). Predict the reactants needed to synthesize the given product. (1) Given the product [OH:11][CH:10]1[O:9][C@H:8]([CH2:36][OH:37])[C@H:7]([OH:38])[C@H:6]([OH:39])[C@H:5]1[NH:4][C:2]([CH3:1])=[O:3], predict the reactants needed to synthesize it. The reactants are: [CH3:1][C:2]([NH:4][C@H:5]1[C@@H:10]([O:11]P(OP(OC[C@H]2O[C@@H](N3C(=O)NC(=O)C=C3)[C@H](O)[C@@H]2O)(O)=O)(O)=O)[O:9][C@H:8]([CH2:36][OH:37])[C@H:7]([OH:38])[C@@H:6]1[OH:39])=[O:3].CC([O-])=O.[Na+]. (2) Given the product [Cl:28][C:27]1[CH:26]=[C:25]2[C:21]([C:22]([C:29]([OH:31])=[O:30])=[CH:23][NH:24]2)=[CH:20][C:19]=1[C:16]1[CH:17]=[CH:18][C:13]([C:10]([CH3:12])([CH3:11])[CH2:9][OH:8])=[CH:14][CH:15]=1, predict the reactants needed to synthesize it. The reactants are: [Si]([O:8][CH2:9][C:10]([C:13]1[CH:18]=[CH:17][C:16]([C:19]2[CH:20]=[C:21]3[C:25](=[CH:26][C:27]=2[Cl:28])[NH:24][CH:23]=[C:22]3[C:29]([OH:31])=[O:30])=[CH:15][CH:14]=1)([CH3:12])[CH3:11])(C(C)(C)C)(C)C.[F-].[Cs+].[Cl-].[NH4+]. (3) Given the product [C:19]([C:23]1[CH:28]=[CH:27][C:26]([C:2]2[CH:3]=[CH:4][CH:5]=[C:6]3[C:10]=2[C:9](=[O:11])[CH:8]([CH2:12][CH:13]2[CH2:14][CH2:15][CH2:16][CH2:17][CH2:18]2)[CH2:7]3)=[CH:25][CH:24]=1)([CH3:22])([CH3:21])[CH3:20], predict the reactants needed to synthesize it. The reactants are: Cl[C:2]1[CH:3]=[CH:4][CH:5]=[C:6]2[C:10]=1[C:9](=[O:11])[CH:8]([CH2:12][CH:13]1[CH2:18][CH2:17][CH2:16][CH2:15][CH2:14]1)[CH2:7]2.[C:19]([C:23]1[CH:28]=[CH:27][C:26](B(O)O)=[CH:25][CH:24]=1)([CH3:22])([CH3:21])[CH3:20].C(=O)([O-])[O-].[Na+].[Na+].C(O)CO. (4) Given the product [CH3:14][N:4]1[CH:5]=[CH:6][C:7]2[C:12](=[CH:11][CH:10]=[N:9][CH:8]=2)[C:3]1=[O:13], predict the reactants needed to synthesize it. The reactants are: [H-].[Na+].[C:3]1(=[O:13])[C:12]2[C:7](=[CH:8][N:9]=[CH:10][CH:11]=2)[CH:6]=[CH:5][NH:4]1.[CH3:14]N(C)C=O. (5) Given the product [NH2:1][C:2]1[N:7]=[CH:6][N:5]=[C:4]([NH:8][C@H:9]([C:11]2[N:16]([C:17]3[CH:22]=[CH:21][CH:20]=[CH:19][CH:18]=3)[C:15](=[O:23])[C:14]3=[C:24]([CH3:27])[CH:25]=[CH:26][N:13]3[N:12]=2)[CH3:10])[C:3]=1[C:32]1[CH:33]=[CH:34][C:35]([OH:36])=[C:30]([F:29])[CH:31]=1, predict the reactants needed to synthesize it. The reactants are: [NH2:1][C:2]1[N:7]=[CH:6][N:5]=[C:4]([NH:8][C@H:9]([C:11]2[N:16]([C:17]3[CH:22]=[CH:21][CH:20]=[CH:19][CH:18]=3)[C:15](=[O:23])[C:14]3=[C:24]([CH3:27])[CH:25]=[CH:26][N:13]3[N:12]=2)[CH3:10])[C:3]=1I.[F:29][C:30]1[CH:31]=[C:32](B(O)O)[CH:33]=[CH:34][C:35]=1[OH:36].C(=O)([O-])[O-].[Na+].[Na+]. (6) Given the product [Br:14][C:12]1[CH:11]=[N:10][N:9]([C:2]([CH3:1])([CH3:8])[C:3]([O:5][CH2:6][CH3:7])=[O:4])[CH:13]=1, predict the reactants needed to synthesize it. The reactants are: [CH3:1][C:2]([N:9]1[CH:13]=[CH:12][CH:11]=[N:10]1)([CH3:8])[C:3]([O:5][CH2:6][CH3:7])=[O:4].[Br:14]N1C(=O)CCC1=O. (7) The reactants are: C(OC(=O)CC[C:9]1[C:14](C)=[CH:13][C:12]([C:16](=[NH:19])[NH:17][OH:18])=[CH:11][C:10]=1C)(C)(C)C.[CH2:22]([O:25]C1C=CC(C#N)=CC=1)[CH2:23][CH3:24]. Given the product [OH:18][NH:17][C:16](=[NH:19])[C:12]1[CH:11]=[CH:10][C:9]([O:25][CH2:22][CH2:23][CH3:24])=[CH:14][CH:13]=1, predict the reactants needed to synthesize it.